Dataset: TCR-epitope binding with 47,182 pairs between 192 epitopes and 23,139 TCRs. Task: Binary Classification. Given a T-cell receptor sequence (or CDR3 region) and an epitope sequence, predict whether binding occurs between them. (1) The epitope is QYDPVAALF. The TCR CDR3 sequence is CASSLALTAEIHGYTF. Result: 1 (the TCR binds to the epitope). (2) The epitope is HTTDPSFLGRY. The TCR CDR3 sequence is CASSLGWDNQPQHF. Result: 1 (the TCR binds to the epitope). (3) The epitope is FVRATATIPI. The TCR CDR3 sequence is CASSRTSGGFYNEQFF. Result: 0 (the TCR does not bind to the epitope). (4) The epitope is FTISVTTEIL. The TCR CDR3 sequence is CASRSGLAGVDHEQYF. Result: 0 (the TCR does not bind to the epitope). (5) The epitope is VSFIEFVGW. The TCR CDR3 sequence is CASSQEATDFYNSPLHF. Result: 0 (the TCR does not bind to the epitope). (6) The epitope is TPGPGVRYPL. The TCR CDR3 sequence is CASSAGTSLDEQYF. Result: 0 (the TCR does not bind to the epitope). (7) The TCR CDR3 sequence is CSANVRQSNTGELFF. The epitope is QIKVRVKMV. Result: 0 (the TCR does not bind to the epitope). (8) The epitope is FVDGVPFVV. The TCR CDR3 sequence is CASSYGGRDTQYF. Result: 1 (the TCR binds to the epitope).